Dataset: Forward reaction prediction with 1.9M reactions from USPTO patents (1976-2016). Task: Predict the product of the given reaction. Given the reactants [F:1][C:2]([F:31])([F:30])[C:3]1[CH:4]=[C:5]([C@@H:9]([NH:13][C:14]([C:16]2[CH:17]=[N:18][N:19]([C:23]3[CH:28]=[CH:27][C:26]([Cl:29])=[CH:25][CH:24]=3)[C:20]=2[CH2:21]Br)=[O:15])[CH2:10][CH2:11][CH3:12])[CH:6]=[CH:7][CH:8]=1.[NH3:32].CO, predict the reaction product. The product is: [F:1][C:2]([F:31])([F:30])[C:3]1[CH:4]=[C:5]([C@@H:9]([NH:13][C:14]([C:16]2[CH:17]=[N:18][N:19]([C:23]3[CH:28]=[CH:27][C:26]([Cl:29])=[CH:25][CH:24]=3)[C:20]=2[CH2:21][NH2:32])=[O:15])[CH2:10][CH2:11][CH3:12])[CH:6]=[CH:7][CH:8]=1.